This data is from Reaction yield outcomes from USPTO patents with 853,638 reactions. The task is: Predict the reaction yield, written as a fraction of the theoretical maximum amount of product (1.0 means a 100% yield; for example, 0.34 means a 34% yield). The product is [Cl:18][C:19]1[CH:20]=[C:21]([S:25]([NH:15][CH:12]2[CH2:13][CH2:14][N:9]([C:4]3[C:3]([C:2]([F:16])([F:1])[F:17])=[CH:8][CH:7]=[CH:6][N:5]=3)[CH2:10][CH2:11]2)(=[O:27])=[O:26])[CH:22]=[CH:23][CH:24]=1. The reactants are [F:1][C:2]([F:17])([F:16])[C:3]1[C:4]([N:9]2[CH2:14][CH2:13][CH:12]([NH2:15])[CH2:11][CH2:10]2)=[N:5][CH:6]=[CH:7][CH:8]=1.[Cl:18][C:19]1[CH:20]=[C:21]([S:25](Cl)(=[O:27])=[O:26])[CH:22]=[CH:23][CH:24]=1. The yield is 0.400. No catalyst specified.